Dataset: Forward reaction prediction with 1.9M reactions from USPTO patents (1976-2016). Task: Predict the product of the given reaction. (1) Given the reactants Cl.Cl[CH2:3][C:4]1[N:9]=[CH:8][CH:7]=[CH:6][N:5]=1.ClCC1C(C(F)(F)F)=NC=CC=1.[NH:22]1[C:30]2[C:25](=[CH:26][CH:27]=[CH:28][CH:29]=2)[C@@:24]2([C:42]3[C:33](=[CH:34][C:35]4[O:40][CH2:39][CH2:38][O:37][C:36]=4[CH:41]=3)[O:32][CH2:31]2)[C:23]1=[O:43].N1C2C(=CC=CC=2)C2(C3C(=CC4OCCOC=4C=3)OC2)C1=O, predict the reaction product. The product is: [N:5]1[CH:6]=[CH:7][CH:8]=[N:9][C:4]=1[CH2:3][N:22]1[C:30]2[C:25](=[CH:26][CH:27]=[CH:28][CH:29]=2)[C@@:24]2([C:42]3[C:33](=[CH:34][C:35]4[O:40][CH2:39][CH2:38][O:37][C:36]=4[CH:41]=3)[O:32][CH2:31]2)[C:23]1=[O:43]. (2) The product is: [CH3:39][N:38]1[CH2:37][C:22]2[CH:23]=[C:24]([C:27]3[NH:28][C:29]([CH:32]4[CH2:36][CH2:35][CH2:34][NH:33]4)=[N:30][CH:31]=3)[CH:25]=[CH:26][C:21]=2[C:6]2[CH:7]=[CH:8][C:9]([C:11]3[NH:12][C:48]([CH:46]4[CH2:47][CH2:45][CH2:44][NH:43]4)=[N:14][CH:15]=3)=[CH:10][C:5]=2[C:3]1=[O:2]. Given the reactants C[O:2][C:3]([C:5]1[C:6]([C:21]2[CH:26]=[CH:25][C:24]([C:27]3[NH:28][C:29]([CH:32]4[CH2:36][CH2:35][CH2:34][NH:33]4)=[N:30][CH:31]=3)=[CH:23][C:22]=2[CH2:37][NH:38][CH3:39])=[CH:7][CH:8]=[C:9]([C:11]2[NH:12]C(C3CCCN3)=[N:14][CH:15]=2)[CH:10]=1)=O.C([N:43]([CH:46]([CH3:48])[CH3:47])[CH2:44][CH3:45])(C)C, predict the reaction product. (3) Given the reactants Cl[C:2]1[CH:3]=[CH:4][C:5]2[N:6]([C:8]([CH2:18][NH:19][C:20]3[N:25]=[C:24]([CH:26]=O)[CH:23]=[CH:22][N:21]=3)=[C:9]([C:11]3[CH:16]=[CH:15][C:14]([F:17])=[CH:13][CH:12]=3)[N:10]=2)[CH:7]=1.[C:28](O)(=O)C.[CH2:32]([NH2:34])[CH3:33].[BH-](OC(C)=O)(OC(C)=O)OC(C)=O.[Na+], predict the reaction product. The product is: [CH2:32]([NH:34][CH2:26][C:24]1[CH:23]=[CH:22][N:21]=[C:20]([NH:19][CH2:18][C:8]2[N:6]3[CH:7]=[C:2]([CH3:28])[CH:3]=[CH:4][C:5]3=[N:10][C:9]=2[C:11]2[CH:16]=[CH:15][C:14]([F:17])=[CH:13][CH:12]=2)[N:25]=1)[CH3:33]. (4) Given the reactants C([N:20]1[CH2:25][CH2:24][C:23]2[S:26][C:27]([O:29][C:30](=[O:32])[CH3:31])=[CH:28][C:22]=2[CH2:21]1)(C1C=CC=CC=1)(C1C=CC=CC=1)C1C=CC=CC=1.[ClH:33], predict the reaction product. The product is: [ClH:33].[S:26]1[C:23]2[CH2:24][CH2:25][NH:20][CH2:21][C:22]=2[CH:28]=[C:27]1[O:29][C:30](=[O:32])[CH3:31]. (5) Given the reactants [C:1]1([CH2:7][O:8][C:9]([C:11]2([NH2:17])[CH2:16][CH2:15][CH2:14][CH2:13][CH2:12]2)=[O:10])[CH:6]=[CH:5][CH:4]=[CH:3][CH:2]=1.[C:18](OC(OC(C)(C)C)=O)(OC(C)(C)C)=[O:19].C(N(CC)CC)C.[C:40]1([N:46]2[CH2:51][CH2:50][NH:49][CH2:48][CH2:47]2)[CH:45]=[CH:44][CH:43]=[CH:42][CH:41]=1, predict the reaction product. The product is: [C:1]1([CH2:7][O:8][C:9]([C:11]2([NH:17][C:18]([N:49]3[CH2:50][CH2:51][N:46]([C:40]4[CH:45]=[CH:44][CH:43]=[CH:42][CH:41]=4)[CH2:47][CH2:48]3)=[O:19])[CH2:12][CH2:13][CH2:14][CH2:15][CH2:16]2)=[O:10])[CH:2]=[CH:3][CH:4]=[CH:5][CH:6]=1. (6) Given the reactants [C:1]([O:5][C:6]([NH:8][C@@H:9]([CH2:13][CH2:14][C:15]([O:17][CH3:18])=[O:16])[C:10](O)=[O:11])=[O:7])([CH3:4])([CH3:3])[CH3:2].S(C)C.CO, predict the reaction product. The product is: [C:1]([O:5][C:6]([NH:8][C@H:9]([CH2:10][OH:11])[CH2:13][CH2:14][C:15]([O:17][CH3:18])=[O:16])=[O:7])([CH3:3])([CH3:2])[CH3:4]. (7) Given the reactants Br[C:2]1[N:7]=[C:6]([CH3:8])[NH:5][C:4](=[O:9])[C:3]=1[N+:10]([O-:12])=[O:11].[OH:13][C:14]1([C:20]2[CH:25]=[CH:24][CH:23]=[CH:22][CH:21]=2)[CH2:19][CH2:18][NH:17][CH2:16][CH2:15]1.C(=O)([O-])[O-].[K+].[K+], predict the reaction product. The product is: [OH:13][C:14]1([C:20]2[CH:25]=[CH:24][CH:23]=[CH:22][CH:21]=2)[CH2:19][CH2:18][N:17]([C:2]2[N:7]=[C:6]([CH3:8])[NH:5][C:4](=[O:9])[C:3]=2[N+:10]([O-:12])=[O:11])[CH2:16][CH2:15]1. (8) The product is: [CH3:28][C:29]1[CH:30]=[CH:31][C:32]([N:35]2[CH2:11][CH2:12][N:13]([CH2:16][CH2:17][CH:18]3[CH2:19][C:20]4([CH2:24][CH2:25][CH2:27][CH2:26]4)[C:21](=[O:23])[O:22]3)[CH2:14][CH2:15]2)=[N:33][CH:34]=1. Given the reactants N1C2C=CC=CC=2N=C1C1[CH2:15][CH2:14][N:13]([CH2:16][CH2:17][CH:18]2[O:22][C:21](=[O:23])[C:20]([CH2:26][CH3:27])([CH2:24][CH3:25])[CH2:19]2)[CH2:12][CH2:11]1.[CH3:28][C:29]1[CH:30]=[CH:31][C:32]([N:35]2CCNCC2)=[N:33][CH:34]=1.N1(C2C=CC=CC=2C#N)CCNCC1.CC1C=CC(S(OCCC2CC3(CCCC3)C(=O)O2)(=O)=O)=CC=1.CC1C=CC(S(OCCC2CC(CC)(CC)C(=O)O2)(=O)=O)=CC=1, predict the reaction product. (9) Given the reactants [CH3:1][O:2][C:3]1[CH:4]=[C:5]([CH:11]([C:14](=O)[CH:15]([CH3:17])[CH3:16])[C:12]#[N:13])[CH:6]=[CH:7][C:8]=1[O:9][CH3:10].[NH2:19][NH2:20].[OH:21][C:22]1[CH:29]=[CH:28][C:25]([CH:26]=O)=[CH:24][CH:23]=1.[F:30][C:31]([F:36])([F:35])[C:32]([OH:34])=[O:33], predict the reaction product. The product is: [F:30][C:31]([F:36])([F:35])[C:32]([OH:34])=[O:33].[CH3:16][CH:15]([C:14]1[C:11]2[C:5]3[CH:4]=[C:3]([O:2][CH3:1])[C:8]([O:9][CH3:10])=[CH:7][C:6]=3[C:26]([C:25]3[CH:28]=[CH:29][C:22]([OH:21])=[CH:23][CH:24]=3)=[N:13][C:12]=2[NH:20][N:19]=1)[CH3:17].